From a dataset of NCI-60 drug combinations with 297,098 pairs across 59 cell lines. Regression. Given two drug SMILES strings and cell line genomic features, predict the synergy score measuring deviation from expected non-interaction effect. (1) Drug 1: CC1=CC2C(CCC3(C2CCC3(C(=O)C)OC(=O)C)C)C4(C1=CC(=O)CC4)C. Drug 2: CNC(=O)C1=NC=CC(=C1)OC2=CC=C(C=C2)NC(=O)NC3=CC(=C(C=C3)Cl)C(F)(F)F. Cell line: M14. Synergy scores: CSS=32.1, Synergy_ZIP=1.62, Synergy_Bliss=1.22, Synergy_Loewe=-21.8, Synergy_HSA=-1.18. (2) Drug 1: C1C(C(OC1N2C=NC3=C2NC=NCC3O)CO)O. Drug 2: C(CCl)NC(=O)N(CCCl)N=O. Cell line: 786-0. Synergy scores: CSS=6.50, Synergy_ZIP=-1.74, Synergy_Bliss=-1.34, Synergy_Loewe=0.247, Synergy_HSA=-0.779. (3) Cell line: RXF 393. Drug 1: CC1=CC=C(C=C1)C2=CC(=NN2C3=CC=C(C=C3)S(=O)(=O)N)C(F)(F)F. Drug 2: C1=NC(=NC(=O)N1C2C(C(C(O2)CO)O)O)N. Synergy scores: CSS=18.9, Synergy_ZIP=0.611, Synergy_Bliss=2.50, Synergy_Loewe=-7.97, Synergy_HSA=0.949.